From a dataset of Reaction yield outcomes from USPTO patents with 853,638 reactions. Predict the reaction yield, written as a fraction of the theoretical maximum amount of product (1.0 means a 100% yield; for example, 0.34 means a 34% yield). (1) The reactants are [CH2:1]([C:3]([C:19]1[CH:24]=[CH:23][C:22]([O:25][CH2:26][C:27]([O:29]CC)=[O:28])=[CH:21][CH:20]=1)=[C:4]([C:12]1[CH:17]=[CH:16][C:15]([OH:18])=[CH:14][CH:13]=1)[C:5]1[CH:10]=[CH:9][C:8]([OH:11])=[CH:7][CH:6]=1)[CH3:2].[OH-].[Na+]. The catalyst is C1COCC1.CCO. The product is [CH2:1]([C:3]([C:19]1[CH:24]=[CH:23][C:22]([O:25][CH2:26][C:27]([OH:29])=[O:28])=[CH:21][CH:20]=1)=[C:4]([C:12]1[CH:17]=[CH:16][C:15]([OH:18])=[CH:14][CH:13]=1)[C:5]1[CH:6]=[CH:7][C:8]([OH:11])=[CH:9][CH:10]=1)[CH3:2]. The yield is 0.910. (2) The reactants are [Cl:1][C:2]1[CH:3]=[C:4]([NH:9][C:10]2[C:19]3[C:14](=[CH:15][CH:16]=[CH:17][C:18]=3[O:20][C@H:21]([CH3:28])[CH2:22][N:23]([CH3:27])[C:24](=[O:26])[CH3:25])[N:13]=[CH:12][N:11]=2)[CH:5]=[CH:6][C:7]=1[OH:8].Cl.Cl[CH2:31][C:32]1[N:33]=[CH:34][S:35][CH:36]=1. No catalyst specified. The product is [Cl:1][C:2]1[CH:3]=[C:4]([NH:9][C:10]2[C:19]3[C:14](=[CH:15][CH:16]=[CH:17][C:18]=3[O:20][C@H:21]([CH3:28])[CH2:22][N:23]([CH3:27])[C:24](=[O:26])[CH3:25])[N:13]=[CH:12][N:11]=2)[CH:5]=[CH:6][C:7]=1[O:8][CH2:31][C:32]1[N:33]=[CH:34][S:35][CH:36]=1. The yield is 0.170. (3) The reactants are [CH3:1][N:2]1[CH2:7][CH:6]=[C:5](B2OC(C)(C)C(C)(C)O2)[CH2:4][CH2:3]1.Br[C:18]1[CH:23]=[C:22]([O:24][CH3:25])[C:21]([NH:26][C:27]2[N:32]=[C:31]([C:33]3[C:41]4[C:36](=[CH:37][CH:38]=[CH:39][CH:40]=4)[N:35]([CH3:42])[CH:34]=3)[CH:30]=[CH:29][N:28]=2)=[CH:20][C:19]=1[NH2:43].[O-]P([O-])([O-])=O.[K+].[K+].[K+]. The catalyst is O1CCOCC1.O. The product is [CH3:25][O:24][C:22]1[CH:23]=[C:18]([C:5]2[CH2:4][CH2:3][N:2]([CH3:1])[CH2:7][CH:6]=2)[C:19]([NH2:43])=[CH:20][C:21]=1[NH:26][C:27]1[N:32]=[C:31]([C:33]2[C:41]3[C:36](=[CH:37][CH:38]=[CH:39][CH:40]=3)[N:35]([CH3:42])[CH:34]=2)[CH:30]=[CH:29][N:28]=1. The yield is 0.840. (4) The reactants are CS(O[C:6]1([CH3:23])[CH2:9][N:8]([CH:10]([C:17]2[CH:22]=[CH:21][CH:20]=[CH:19][CH:18]=2)[C:11]2[CH:16]=[CH:15][CH:14]=[CH:13][CH:12]=2)[CH2:7]1)(=O)=O.[C:24]([NH2:28])([CH3:27])([CH3:26])[CH3:25].[ClH:29]. The catalyst is C(O)(C)C.CCOCC. The product is [ClH:29].[C:24]([NH:28][C:6]1([CH3:23])[CH2:9][N:8]([CH:10]([C:17]2[CH:22]=[CH:21][CH:20]=[CH:19][CH:18]=2)[C:11]2[CH:16]=[CH:15][CH:14]=[CH:13][CH:12]=2)[CH2:7]1)([CH3:27])([CH3:26])[CH3:25]. The yield is 0.740. (5) The reactants are [CH:1]([N:4]([C:11]([C:13]1[N:22]=[C:21]2[N:15]([CH2:16][CH2:17][O:18][C:19]3[CH:26]=[C:25]([Br:27])[CH:24]=[CH:23][C:20]=32)[CH:14]=1)=O)[NH:5][C:6](=O)[CH2:7][O:8][CH3:9])([CH3:3])[CH3:2].C(O)(=O)C.[Cl-].[NH4+:33]. The catalyst is O(Cl)Cl.[P+5]. The product is [Br:27][C:25]1[CH:24]=[CH:23][C:20]2[C:21]3[N:15]([CH2:16][CH2:17][O:18][C:19]=2[CH:26]=1)[CH:14]=[C:13]([C:11]1[N:4]([CH:1]([CH3:3])[CH3:2])[N:5]=[C:6]([CH2:7][O:8][CH3:9])[N:33]=1)[N:22]=3. The yield is 0.760. (6) The reactants are [C:1]([C:5]1[CH:26]=[CH:25][C:8]([CH2:9][N:10]2[C:14](=[O:15])[N:13]([CH2:16][CH2:17][CH3:18])[C:12]([CH:19]([OH:24])[C:20]([F:23])([F:22])[F:21])=[N:11]2)=[CH:7][CH:6]=1)([CH3:4])([CH3:3])[CH3:2].[C:27]([O:31][C:32](=[O:46])[C:33]([CH3:45])([S:35][C:36]1[CH:44]=[CH:43][C:39]([C:40](O)=[O:41])=[CH:38][CH:37]=1)[CH3:34])([CH3:30])([CH3:29])[CH3:28].CN(C1C=CC=CN=1)C.Cl.CN(C)CCCN=C=NCC.C(O)(=O)CC(CC(O)=O)(C(O)=O)O. The catalyst is [Cl-].[Na+].O.C(OCC)(=O)C.CN(C)C=O. The product is [C:27]([O:31][C:32](=[O:46])[C:33]([CH3:34])([S:35][C:36]1[CH:44]=[CH:43][C:39]([C:40]([O:24][CH:19]([C:12]2[N:13]([CH2:16][CH2:17][CH3:18])[C:14](=[O:15])[N:10]([CH2:9][C:8]3[CH:7]=[CH:6][C:5]([C:1]([CH3:2])([CH3:3])[CH3:4])=[CH:26][CH:25]=3)[N:11]=2)[C:20]([F:21])([F:22])[F:23])=[O:41])=[CH:38][CH:37]=1)[CH3:45])([CH3:28])([CH3:29])[CH3:30]. The yield is 0.745. (7) The reactants are C(OP([CH2:9][S:10]([N:13]1[CH2:18][CH2:17][N:16]([C:19]2[CH:24]=[C:23]([CH3:25])[CH:22]=[CH:21][N:20]=2)[CH2:15][CH2:14]1)(=[O:12])=[O:11])(OCC)=O)C.[H-].[Na+].[F:28][C:29]([F:38])([C:34]([F:37])([F:36])[F:35])[CH:30](OC)O. The catalyst is C1COCC1. The product is [CH3:25][C:23]1[CH:22]=[CH:21][N:20]=[C:19]([N:16]2[CH2:15][CH2:14][N:13]([S:10](/[CH:9]=[CH:30]/[C:29]([F:38])([F:28])[C:34]([F:37])([F:36])[F:35])(=[O:11])=[O:12])[CH2:18][CH2:17]2)[CH:24]=1. The yield is 0.550. (8) The reactants are Cl.Cl.[Br:3][C:4]1[CH:5]=[CH:6][C:7]([CH2:10][C@@H:11]([C:13]([O:15][CH3:16])=[O:14])[NH2:12])=[N:8][CH:9]=1.C(N(CC)CC)C.[Cl:24][C:25]1[CH:33]=[CH:32][CH:31]=[C:30]([Cl:34])[C:26]=1[C:27](Cl)=[O:28]. The catalyst is C(Cl)Cl. The product is [Br:3][C:4]1[CH:5]=[CH:6][C:7]([CH2:10][C@@H:11]([C:13]([O:15][CH3:16])=[O:14])[NH:12][C:27](=[O:28])[C:26]2[C:25]([Cl:24])=[CH:33][CH:32]=[CH:31][C:30]=2[Cl:34])=[N:8][CH:9]=1. The yield is 0.980. (9) The product is [S:1]1(=[O:18])(=[O:12])[C:7]2[CH:8]=[CH:9][CH:10]=[CH:11][C:6]=2[CH2:5][CH2:4][CH2:3][CH2:2]1. The yield is 0.975. The catalyst is C(Cl)Cl. The reactants are [S:1]1(=[O:12])[C:7]2[CH:8]=[CH:9][CH:10]=[CH:11][C:6]=2[CH2:5][CH2:4][CH2:3][CH2:2]1.ClC1C=C(C=CC=1)C(OO)=[O:18].[O-]S([O-])=O.[Na+].[Na+].C([O-])(O)=O.[Na+]. (10) The reactants are [CH3:1][C:2]1([CH3:20])[O:19][C:6]2=[C:7]([CH3:18])[N:8]=[CH:9][C:10]([CH:11]=[CH:12][C:13]([O:15]CC)=[O:14])=[C:5]2[CH2:4][O:3]1.[OH-].[K+]. The catalyst is CO. The product is [CH3:1][C:2]1([CH3:20])[O:19][C:6]2=[C:7]([CH3:18])[N:8]=[CH:9][C:10]([CH:11]=[CH:12][C:13]([OH:15])=[O:14])=[C:5]2[CH2:4][O:3]1. The yield is 0.745.